Dataset: Forward reaction prediction with 1.9M reactions from USPTO patents (1976-2016). Task: Predict the product of the given reaction. (1) Given the reactants [C:1]([N:5]1[C:9]([C:10]2[CH:15]=[CH:14][C:13]([F:16])=[CH:12][CH:11]=2)=[CH:8][C:7]([CH2:17][CH2:18][CH:19]=O)=[N:6]1)([CH3:4])([CH3:3])[CH3:2].[Cl:21][C:22]1[CH:23]=[C:24]([N:29]2[CH2:34][CH2:33][NH:32][CH2:31][CH2:30]2)[CH:25]=[CH:26][C:27]=1[Cl:28].CCN(C(C)C)C(C)C.[BH-](OC(C)=O)(OC(C)=O)OC(C)=O.[Na+], predict the reaction product. The product is: [C:1]([N:5]1[C:9]([C:10]2[CH:15]=[CH:14][C:13]([F:16])=[CH:12][CH:11]=2)=[CH:8][C:7]([CH2:17][CH2:18][CH2:19][N:32]2[CH2:31][CH2:30][N:29]([C:24]3[CH:25]=[CH:26][C:27]([Cl:28])=[C:22]([Cl:21])[CH:23]=3)[CH2:34][CH2:33]2)=[N:6]1)([CH3:4])([CH3:3])[CH3:2]. (2) Given the reactants [Cl:1][C:2]1C=C[C:5]([Cl:8])=[CH:4][C:3]=1[S:9]([NH:12][CH2:13][C:14]1[CH:15]=[C:16]([C:20]2[CH:21]=[C:22]3[C:26](=[C:27]([C:29]([NH2:31])=[O:30])[CH:28]=2)[NH:25][CH:24]=[C:23]3[CH:32]2[CH2:37][CH2:36][N:35]([S:38]([CH2:41][CH3:42])(=[O:40])=[O:39])[CH2:34][CH2:33]2)[CH:17]=[CH:18][CH:19]=1)(=[O:11])=[O:10].ClC1C=CC(Cl)=CC=1[S:51](Cl)(=O)=O, predict the reaction product. The product is: [Cl:1][C:2]1[S:51][C:5]([Cl:8])=[CH:4][C:3]=1[S:9]([NH:12][CH2:13][C:14]1[CH:15]=[C:16]([C:20]2[CH:21]=[C:22]3[C:26](=[C:27]([C:29]([NH2:31])=[O:30])[CH:28]=2)[NH:25][CH:24]=[C:23]3[CH:32]2[CH2:33][CH2:34][N:35]([S:38]([CH2:41][CH3:42])(=[O:40])=[O:39])[CH2:36][CH2:37]2)[CH:17]=[CH:18][CH:19]=1)(=[O:11])=[O:10]. (3) Given the reactants Br[C:2]1[CH:3]=[C:4]([CH:8]([OH:18])[CH2:9][CH2:10][NH:11][C:12](=[O:17])[C:13]([F:16])([F:15])[F:14])[CH:5]=[CH:6][CH:7]=1.[C:19]([C:21]1([OH:29])[CH2:28][CH2:27][CH2:26][CH2:25][CH2:24][CH2:23][CH2:22]1)#[CH:20], predict the reaction product. The product is: [F:14][C:13]([F:16])([F:15])[C:12]([NH:11][CH2:10][CH2:9][CH:8]([OH:18])[C:4]1[CH:5]=[CH:6][CH:7]=[C:2]([C:20]#[C:19][C:21]2([OH:29])[CH2:22][CH2:23][CH2:24][CH2:25][CH2:26][CH2:27][CH2:28]2)[CH:3]=1)=[O:17]. (4) Given the reactants FC(F)(F)C1C=C(NC(=O)NC2C=CC(C3SC(CCC(OC)=O)=NC=3)=CC=2)C=CC=1.[CH3:32][S:33]([N:36]1[CH2:41][CH2:40][CH:39]([C:42]2[S:43][C:44]([C:47]3[CH:53]=[CH:52][C:50]([NH2:51])=[CH:49][CH:48]=3)=[CH:45][N:46]=2)[CH2:38][CH2:37]1)(=[O:35])=[O:34].[Cl:54][C:55]1[CH:60]=[CH:59][CH:58]=[CH:57][C:56]=1[N:61]=[C:62]=[O:63], predict the reaction product. The product is: [Cl:54][C:55]1[CH:60]=[CH:59][CH:58]=[CH:57][C:56]=1[NH:61][C:62]([NH:51][C:50]1[CH:49]=[CH:48][C:47]([C:44]2[S:43][C:42]([CH:39]3[CH2:40][CH2:41][N:36]([S:33]([CH3:32])(=[O:35])=[O:34])[CH2:37][CH2:38]3)=[N:46][CH:45]=2)=[CH:53][CH:52]=1)=[O:63]. (5) Given the reactants [C:1](Cl)(=O)[C:2]([Cl:4])=[O:3].[C:7]([N:17]1C[CH2:23][CH2:22][CH:18]1C(O)=O)([O:9][CH2:10][C:11]1[CH:16]=[CH:15][CH:14]=[CH:13][CH:12]=1)=[O:8], predict the reaction product. The product is: [CH2:10]([O:9][C:7]([N:17]1[CH2:18][CH2:22][CH2:23][CH:1]1[C:2]([Cl:4])=[O:3])=[O:8])[C:11]1[CH:16]=[CH:15][CH:14]=[CH:13][CH:12]=1. (6) Given the reactants [CH2:1]([C:5]1[NH:6][C:7]([CH2:11][O:12]CC2C=CC=CC=2)=[C:8]([Cl:10])[N:9]=1)[CH2:2][CH2:3][CH3:4].CS(O)(=O)=O.[OH-].[Na+], predict the reaction product. The product is: [CH2:1]([C:5]1[NH:6][C:7]([CH2:11][OH:12])=[C:8]([Cl:10])[N:9]=1)[CH2:2][CH2:3][CH3:4].